Dataset: Catalyst prediction with 721,799 reactions and 888 catalyst types from USPTO. Task: Predict which catalyst facilitates the given reaction. (1) Product: [Br:26][C:27]1[CH:28]=[C:29]([CH2:33][C:34]([C:23]2[O:22][C:21]([C:15]3[CH:16]=[CH:17][CH:18]=[CH:19][CH:20]=3)=[CH:25][CH:24]=2)=[O:35])[CH:30]=[CH:31][CH:32]=1. The catalyst class is: 262. Reactant: O=P12OP3(OP(OP(O3)(O1)=O)(=O)O2)=O.[C:15]1([C:21]2[O:22][CH:23]=[CH:24][CH:25]=2)[CH:20]=[CH:19][CH:18]=[CH:17][CH:16]=1.[Br:26][C:27]1[CH:28]=[C:29]([CH2:33][C:34](O)=[O:35])[CH:30]=[CH:31][CH:32]=1.C(Cl)Cl. (2) Reactant: [Cl:1][C:2]1[CH:12]=[C:11]([NH:13]CC2C=CC(OC)=CC=2)[C:5]([C:6]([O:8][CH2:9][CH3:10])=[O:7])=[CH:4][N:3]=1. The catalyst class is: 67. Product: [NH2:13][C:11]1[C:5]([C:6]([O:8][CH2:9][CH3:10])=[O:7])=[CH:4][N:3]=[C:2]([Cl:1])[CH:12]=1.